Predict the reaction yield, written as a fraction of the theoretical maximum amount of product (1.0 means a 100% yield; for example, 0.34 means a 34% yield). From a dataset of Reaction yield outcomes from USPTO patents with 853,638 reactions. (1) The reactants are [C:1]([NH2:7])(=[O:6])[CH2:2][CH2:3][CH2:4][CH3:5].[CH2:8]([N:10]([CH2:19][CH3:20])[C:11]1[CH:18]=[CH:17][C:14]([CH:15]=O)=[CH:13][CH:12]=1)[CH3:9]. No catalyst specified. The product is [CH2:8]([N:10]([CH2:19][CH3:20])[C:11]1[CH:18]=[CH:17][C:14]([CH:15]([NH:7][C:1](=[O:6])[CH2:2][CH2:3][CH2:4][CH3:5])[NH:7][C:1](=[O:6])[CH2:2][CH2:3][CH2:4][CH3:5])=[CH:13][CH:12]=1)[CH3:9]. The yield is 0.690. (2) The reactants are [N+:1]([C:4]1[CH:24]=[CH:23][C:7]([C:8](=[NH:22])[NH:9][NH:10][C:11]2[CH:16]=[CH:15][C:14]([O:17][C:18]([F:21])([F:20])[F:19])=[CH:13][CH:12]=2)=[CH:6][CH:5]=1)([O-:3])=[O:2].[CH:25](O)=O. The catalyst is O. The product is [N+:1]([C:4]1[CH:5]=[CH:6][C:7]([C:8]2[N:22]=[CH:25][N:10]([C:11]3[CH:12]=[CH:13][C:14]([O:17][C:18]([F:19])([F:20])[F:21])=[CH:15][CH:16]=3)[N:9]=2)=[CH:23][CH:24]=1)([O-:3])=[O:2]. The yield is 0.950. (3) The reactants are [S:1]1[CH:5]=[CH:4][N:3]=[C:2]1[CH:6]1[CH2:11][CH2:10][C:9](=O)[CH2:8][CH2:7]1.[O:13]=[C:14]([NH:29][CH2:30][C:31](=O)[NH:32][C@@H:33]1[CH2:37]CNC1)[CH2:15][NH:16][C:17](=[O:28])[C:18]1[CH:23]=[CH:22][CH:21]=[C:20]([C:24]([F:27])([F:26])[F:25])[CH:19]=1.[BH-](OC(C)=O)(OC(C)=O)OC(C)=O.[Na+]. The catalyst is CC(O)=O.C(Cl)Cl.CCOC(C)=O. The product is [O:13]=[C:14]([NH:29][C@@H:30]1[CH2:37][CH2:33][N:32]([CH:9]2[CH2:10][CH2:11][CH:6]([C:2]3[S:1][CH:5]=[CH:4][N:3]=3)[CH2:7][CH2:8]2)[CH2:31]1)[CH2:15][NH:16][C:17](=[O:28])[C:18]1[CH:23]=[CH:22][CH:21]=[C:20]([C:24]([F:27])([F:26])[F:25])[CH:19]=1. The yield is 0.850. (4) The reactants are C([Si](C)(C)[O:6][C:7]1([C:10]2[CH:15]=[CH:14][CH:13]=[CH:12][C:11]=2[C:16]2[CH:36]=[CH:35][C:19]3[NH:20][C:21]([CH2:23][O:24][C:25]4[CH:30]=[CH:29][C:28]([C:31]([F:34])([F:33])[F:32])=[CH:27][CH:26]=4)=[N:22][C:18]=3[CH:17]=2)[CH2:9][O:8]1)(C)(C)C.O.C1(C)C(S(O)(=O)=O)=CC=CC=1. The catalyst is C1COCC1. The product is [OH:8][CH2:9][C:7]([C:10]1[CH:15]=[CH:14][CH:13]=[CH:12][C:11]=1[C:16]1[CH:36]=[CH:35][C:19]2[NH:20][C:21]([CH2:23][O:24][C:25]3[CH:30]=[CH:29][C:28]([C:31]([F:33])([F:34])[F:32])=[CH:27][CH:26]=3)=[N:22][C:18]=2[CH:17]=1)=[O:6]. The yield is 0.920. (5) The reactants are C([O:3][C:4]([CH:6]1[CH2:11][CH2:10][N:9]([CH:12]2[CH2:17][CH2:16][N:15]([C:18]([O:20][CH2:21][CH3:22])=[O:19])[CH2:14][CH2:13]2)[CH2:8][CH2:7]1)=[O:5])C.O1CCCC1.O.O.[OH-].[Li+]. The catalyst is C(OCC)(=O)C. The product is [CH2:21]([O:20][C:18]([N:15]1[CH2:16][CH2:17][CH:12]([N:9]2[CH2:8][CH2:7][CH:6]([C:4]([OH:5])=[O:3])[CH2:11][CH2:10]2)[CH2:13][CH2:14]1)=[O:19])[CH3:22]. The yield is 0.940. (6) The product is [CH3:20][S:21][C:2]1[CH:9]=[C:8]([C:10]2[CH:15]=[CH:14][C:13]([C:16]([F:19])([F:18])[F:17])=[CH:12][CH:11]=2)[CH:7]=[CH:6][C:3]=1[C:4]#[N:5]. The catalyst is CN(C)C=O. The reactants are F[C:2]1[CH:9]=[C:8]([C:10]2[CH:15]=[CH:14][C:13]([C:16]([F:19])([F:18])[F:17])=[CH:12][CH:11]=2)[CH:7]=[CH:6][C:3]=1[C:4]#[N:5].[CH3:20][SH:21].[Na]. The yield is 0.750. (7) The reactants are C(OC([N:8]1[CH2:13][CH2:12][CH:11]([O:14][CH2:15][CH:16]2[CH2:18][CH2:17]2)[CH2:10][CH2:9]1)=O)(C)(C)C.C(O)(C(F)(F)F)=O. The catalyst is C(Cl)Cl. The product is [CH:16]1([CH2:15][O:14][CH:11]2[CH2:12][CH2:13][NH:8][CH2:9][CH2:10]2)[CH2:17][CH2:18]1. The yield is 0.950. (8) The reactants are [N+:1]([C:4]1[CH:9]=[C:8]([Cl:10])[CH:7]=[CH:6][C:5]=1[O:11][C:12](=O)[C:13]1[C:14](=[CH:16][CH:17]=[CH:18][CH:19]=1)[OH:15])([O-])=O.O. The catalyst is CO.[Ni].C1(C)C(C)=CC=CC=1. The product is [Cl:10][C:8]1[CH:7]=[CH:6][C:5]2[O:11][C:12]3[CH:13]=[CH:19][CH:18]=[CH:17][C:16]=3[C:14](=[O:15])[NH:1][C:4]=2[CH:9]=1. The yield is 0.400. (9) The reactants are [F:1][C:2]1[CH:7]=[CH:6][CH:5]=[C:4]([F:8])[C:3]=1[C:9]1[S:10][C:11]([NH:36]C(=O)OC(C)(C)C)=[C:12]([C:14](=[O:35])[NH:15][C:16]2[CH:17]=[N:18][N:19]([CH3:34])[C:20]=2[C:21]2[CH2:22][CH2:23][N:24](C(OC(C)(C)C)=O)[CH2:25][CH:26]=2)[N:13]=1.Cl. The catalyst is CO.O1CCOCC1. The product is [NH2:36][C:11]1[S:10][C:9]([C:3]2[C:2]([F:1])=[CH:7][CH:6]=[CH:5][C:4]=2[F:8])=[N:13][C:12]=1[C:14]([NH:15][C:16]1[CH:17]=[N:18][N:19]([CH3:34])[C:20]=1[C:21]1[CH2:22][CH2:23][NH:24][CH2:25][CH:26]=1)=[O:35]. The yield is 0.950. (10) The yield is 0.780. The product is [CH:38]([NH:39][C:3](=[O:25])[C:4]1[CH:9]=[CH:8][C:7]([O:10][CH2:11][C:12]2[C:13]([C:18]3[CH:19]=[CH:20][C:21]([CH3:24])=[CH:22][CH:23]=3)=[N:14][O:15][C:16]=2[CH3:17])=[N:6][CH:5]=1)([CH3:43])[CH3:37]. The reactants are CO[C:3](=[O:25])[C:4]1[CH:9]=[CH:8][C:7]([O:10][CH2:11][C:12]2[C:13]([C:18]3[CH:23]=[CH:22][C:21]([CH3:24])=[CH:20][CH:19]=3)=[N:14][O:15][C:16]=2[CH3:17])=[N:6][CH:5]=1.COC(=O)C1C=CC(OC[C:37]2[C:38]([C:43]3C=C(C)C=CC=3)=[N:39]OC=2C)=NC=1. No catalyst specified.